Predict the product of the given reaction. From a dataset of Forward reaction prediction with 1.9M reactions from USPTO patents (1976-2016). (1) Given the reactants [NH2:1][C:2]1[C:3]([C:23]#[N:24])=[C:4]([CH:20]=[CH:21][CH:22]=1)[O:5][CH2:6][CH2:7][CH2:8][CH2:9][CH2:10][CH2:11][NH:12][C:13](=[O:19])[O:14][C:15]([CH3:18])([CH3:17])[CH3:16].[S:25](Cl)(=[O:28])(=[O:27])[NH2:26], predict the reaction product. The product is: [NH2:24][C:23]1[C:3]2[C:4]([O:5][CH2:6][CH2:7][CH2:8][CH2:9][CH2:10][CH2:11][NH:12][C:13](=[O:19])[O:14][C:15]([CH3:18])([CH3:17])[CH3:16])=[CH:20][CH:21]=[CH:22][C:2]=2[NH:1][S:25](=[O:28])(=[O:27])[N:26]=1. (2) Given the reactants [S:1]1[CH:5]=[CH:4][CH:3]=[C:2]1[C:6]1[CH2:10][CH:9]([CH2:11][CH2:12][CH:13]=O)[O:8][N:7]=1.Cl.[CH3:16][O:17][C:18]1[CH:23]=[CH:22][CH:21]=[CH:20][C:19]=1[N:24]1[CH2:29][CH2:28][NH:27][CH2:26][CH2:25]1.[BH-](OC(C)=O)(OC(C)=O)OC(C)=O.[Na+].C(N(C(C)C)CC)(C)C, predict the reaction product. The product is: [CH3:16][O:17][C:18]1[CH:23]=[CH:22][CH:21]=[CH:20][C:19]=1[N:24]1[CH2:29][CH2:28][N:27]([CH2:13][CH2:12][CH2:11][CH:9]2[O:8][N:7]=[C:6]([C:2]3[S:1][CH:5]=[CH:4][CH:3]=3)[CH2:10]2)[CH2:26][CH2:25]1. (3) Given the reactants [CH2:1]([CH:3]([C:6]1[C:7]2[N:8]([C:13]([C:17]3[S:21][C:20]([NH:22][CH3:23])=[N:19][C:18]=3[CH3:24])=[C:14]([CH3:16])[N:15]=2)[N:9]=[C:10]([CH3:12])[CH:11]=1)[CH2:4][CH3:5])[CH3:2].C(N(CC)CC)C.[CH2:32]([S:34](Cl)(=[O:36])=[O:35])[CH3:33], predict the reaction product. The product is: [CH2:1]([CH:3]([C:6]1[C:7]2[N:8]([C:13]([C:17]3[S:21][C:20]([N:22]([CH3:23])[S:34]([CH2:32][CH3:33])(=[O:36])=[O:35])=[N:19][C:18]=3[CH3:24])=[C:14]([CH3:16])[N:15]=2)[N:9]=[C:10]([CH3:12])[CH:11]=1)[CH2:4][CH3:5])[CH3:2]. (4) Given the reactants [NH2:1][C:2]1[CH:30]=[CH:29][C:5]([O:6][C:7]2[CH:8]=[C:9]([NH:15][C:16](=[O:28])[C:17]3[CH:22]=[CH:21][CH:20]=[C:19]([C:23]4([C:26]#[N:27])[CH2:25][CH2:24]4)[CH:18]=3)[CH:10]=[CH:11][C:12]=2[O:13][CH3:14])=[CH:4][CH:3]=1.[S-:31][C:32]#[N:33].[K+].BrBr, predict the reaction product. The product is: [NH2:33][C:32]1[S:31][C:3]2[CH:4]=[C:5]([O:6][C:7]3[CH:8]=[C:9]([NH:15][C:16](=[O:28])[C:17]4[CH:22]=[CH:21][CH:20]=[C:19]([C:23]5([C:26]#[N:27])[CH2:25][CH2:24]5)[CH:18]=4)[CH:10]=[CH:11][C:12]=3[O:13][CH3:14])[CH:29]=[CH:30][C:2]=2[N:1]=1. (5) Given the reactants Cl[C:2]1[CH:7]=[C:6]([C:8]2[CH2:13][CH2:12][N:11]([C:14]([O:16][C:17]([CH3:20])([CH3:19])[CH3:18])=[O:15])[CH2:10][CH:9]=2)[CH:5]=[C:4]([N:21]([CH2:23][CH2:24][OH:25])[CH3:22])[N:3]=1.[CH3:26][C:27]1[CH:32]=[CH:31][N:30]=[C:29]([NH2:33])[CH:28]=1.CC(C)([O-])C.[Na+].C1(P(C2CCCCC2)C2C=CC=CC=2C2C(OC(C)C)=CC=CC=2OC(C)C)CCCCC1, predict the reaction product. The product is: [OH:25][CH2:24][CH2:23][N:21]([CH3:22])[C:4]1[CH:5]=[C:6]([C:8]2[CH2:13][CH2:12][N:11]([C:14]([O:16][C:17]([CH3:18])([CH3:19])[CH3:20])=[O:15])[CH2:10][CH:9]=2)[CH:7]=[C:2]([NH:33][C:29]2[CH:28]=[C:27]([CH3:26])[CH:32]=[CH:31][N:30]=2)[N:3]=1. (6) Given the reactants CC([O-])(C)C.[K+].[NH:7]1[CH:11]=[CH:10][CH:9]=[N:8]1.Cl[C:13]1[C:30]2[C:17](=[C:18]3[C:27](=[CH:28][CH:29]=2)[C:26]2[C:21](=[CH:22][CH:23]=[CH:24][CH:25]=2)[S:20](=[O:32])(=[O:31])[NH:19]3)[N:16]=[CH:15][CH:14]=1, predict the reaction product. The product is: [N:7]1([C:13]2[C:30]3[C:17](=[C:18]4[C:27](=[CH:28][CH:29]=3)[C:26]3[C:21](=[CH:22][CH:23]=[CH:24][CH:25]=3)[S:20](=[O:31])(=[O:32])[NH:19]4)[N:16]=[CH:15][CH:14]=2)[CH:11]=[CH:10][CH:9]=[N:8]1. (7) The product is: [BrH:1].[Br:1][C:2]1[CH:11]=[CH:10][C:5]([C:6]2[N:12]=[C:13]([NH2:15])[S:14][CH:7]=2)=[CH:4][CH:3]=1. Given the reactants [Br:1][C:2]1[CH:11]=[CH:10][C:5]([C:6](=O)[CH2:7]Br)=[CH:4][CH:3]=1.[NH2:12][C:13]([NH2:15])=[S:14], predict the reaction product. (8) Given the reactants [CH2:1]([O:3][C:4]([N:6]1[C:10]2[S:11][C:12]([C:14]([O:16]C(C)(C)C)=[O:15])=[CH:13][C:9]=2[C:8]([NH:21][C:22](=[O:32])[C:23]2[CH:28]=[CH:27][CH:26]=[CH:25][C:24]=2[N+:29]([O-:31])=[O:30])=[N:7]1)=[O:5])[CH3:2], predict the reaction product. The product is: [CH2:1]([O:3][C:4]([N:6]1[C:10]2[S:11][C:12]([C:14]([OH:16])=[O:15])=[CH:13][C:9]=2[C:8]([NH:21][C:22](=[O:32])[C:23]2[CH:28]=[CH:27][CH:26]=[CH:25][C:24]=2[N+:29]([O-:31])=[O:30])=[N:7]1)=[O:5])[CH3:2]. (9) Given the reactants C1(P(C2C=CC=CC=2)C2C=CC=CC=2)C=CC=CC=1.BrN1C(=O)CCC1=O.[CH:28]1([CH2:33][CH:34]([C:38]2[CH:43]=[CH:42][C:41]([C:44]([F:47])([F:46])[F:45])=[C:40]([F:48])[CH:39]=2)[C:35](O)=[O:36])[CH2:32][CH2:31][CH2:30][CH2:29]1.[NH2:49][C:50]1[CH:55]=[CH:54][CH:53]=[CH:52][N:51]=1, predict the reaction product. The product is: [CH:28]1([CH2:33][CH:34]([C:38]2[CH:43]=[CH:42][C:41]([C:44]([F:46])([F:45])[F:47])=[C:40]([F:48])[CH:39]=2)[C:35]([NH:49][C:50]2[CH:55]=[CH:54][CH:53]=[CH:52][N:51]=2)=[O:36])[CH2:29][CH2:30][CH2:31][CH2:32]1.